Predict which catalyst facilitates the given reaction. From a dataset of Catalyst prediction with 721,799 reactions and 888 catalyst types from USPTO. (1) Reactant: O.[NH:2]1[C:6]2[CH:7]=[CH:8][CH:9]=[CH:10][C:5]=2[N:4]=[C:3]1[C:11]([OH:13])=O.[NH2:14][C:15]1[CH:20]=[CH:19][C:18]([N:21]2[C:27](=[O:28])[CH2:26][C:25](=[O:29])[NH:24][C:23]3[C:30]4[C:35]([CH:36]=[CH:37][C:22]2=3)=[CH:34][CH:33]=[CH:32][CH:31]=4)=[CH:17][CH:16]=1.CN(C)C=O.O.ON1C2C=CC=CC=2N=N1. Product: [NH:4]1[C:5]2[CH:10]=[CH:9][CH:8]=[CH:7][C:6]=2[N:2]=[C:3]1[C:11]([NH:14][C:15]1[CH:20]=[CH:19][C:18]([N:21]2[C:27](=[O:28])[CH2:26][C:25](=[O:29])[NH:24][C:23]3[C:30]4[C:35]([CH:36]=[CH:37][C:22]2=3)=[CH:34][CH:33]=[CH:32][CH:31]=4)=[CH:17][CH:16]=1)=[O:13]. The catalyst class is: 6. (2) Reactant: [N:1]1[N:5]2[C:6]3[CH2:13][CH2:12][N:11]([C:14]4[CH:15]=[C:16]([NH:20]C(=O)OC(C)(C)C)[CH:17]=[CH:18][CH:19]=4)[CH2:10][C:7]=3[CH:8]=[N:9][C:4]2=[CH:3][CH:2]=1.C(O)(C(F)(F)F)=O. Product: [N:1]1[N:5]2[C:6]3[CH2:13][CH2:12][N:11]([C:14]4[CH:15]=[C:16]([NH2:20])[CH:17]=[CH:18][CH:19]=4)[CH2:10][C:7]=3[CH:8]=[N:9][C:4]2=[CH:3][CH:2]=1. The catalyst class is: 2. (3) Reactant: Br[CH2:2][CH2:3][CH3:4].[Br:5][C:6]1[CH:7]=[C:8]2[C:12](=[CH:13][CH:14]=1)[NH:11][CH:10]=[CH:9]2.C(=O)([O-])[O-].[Cs+].[Cs+]. Product: [Br:5][C:6]1[CH:7]=[C:8]2[C:12](=[CH:13][CH:14]=1)[N:11]([CH2:2][CH2:3][CH3:4])[CH:10]=[CH:9]2. The catalyst class is: 3. (4) Reactant: C(N(CC)C(C)C)(C)C.[CH3:10][S:11](Cl)(=[O:13])=[O:12].[NH2:15][C:16]1[N:21]=[C:20]([CH2:22][OH:23])[CH:19]=[CH:18][N:17]=1. Product: [NH2:15][C:16]1[N:21]=[C:20]([CH2:22][O:23][S:11]([CH3:10])(=[O:13])=[O:12])[CH:19]=[CH:18][N:17]=1. The catalyst class is: 54. (5) Reactant: [C:1]1([C:27]2[CH:32]=[CH:31][CH:30]=[CH:29][CH:28]=2)[CH:6]=[CH:5][C:4]([C:7]([N:9]2[CH2:14][CH2:13][N:12]([C:15]3[C:16]4[CH:24]=[C:23]([CH2:25][CH3:26])[S:22][C:17]=4[N:18]=[C:19](Cl)[N:20]=3)[CH2:11][CH2:10]2)=[O:8])=[CH:3][CH:2]=1.[C:33]([O:37][CH3:38])(=[O:36])[CH2:34][SH:35]. Product: [C:1]1([C:27]2[CH:32]=[CH:31][CH:30]=[CH:29][CH:28]=2)[CH:6]=[CH:5][C:4]([C:7]([N:9]2[CH2:14][CH2:13][N:12]([C:15]3[C:16]4[CH:24]=[C:23]([CH2:25][CH3:26])[S:22][C:17]=4[N:18]=[C:19]([S:35][CH2:34][C:33]([O:37][CH3:38])=[O:36])[N:20]=3)[CH2:11][CH2:10]2)=[O:8])=[CH:3][CH:2]=1. The catalyst class is: 3. (6) Reactant: [Br:1][C:2]1[CH:3]=[C:4]2[C:10]([C:11]3[CH:18]=[CH:17]C(C#N)=[CH:13][CH:12]=3)=[C:9]([C:19]3[CH:24]=[CH:23][CH:22]=[CH:21][CH:20]=3)[NH:8][C:5]2=[N:6][CH:7]=1.S(=O)(=O)(O)[OH:26].[O:30]1[CH2:35][CH2:34]OCC1. Product: [Br:1][C:2]1[CH:3]=[C:4]2[C:10]([C:11]3[CH:18]=[CH:17][C:34]([C:35]([OH:30])=[O:26])=[CH:13][CH:12]=3)=[C:9]([C:19]3[CH:24]=[CH:23][CH:22]=[CH:21][CH:20]=3)[NH:8][C:5]2=[N:6][CH:7]=1. The catalyst class is: 6.